Task: Predict the reactants needed to synthesize the given product.. Dataset: Full USPTO retrosynthesis dataset with 1.9M reactions from patents (1976-2016) (1) Given the product [CH3:1][S:2]([O:19][CH2:18][C@H:14]1[CH2:15][CH2:16][CH2:17][N:13]1[C:6]([O:8][C:9]([CH3:12])([CH3:11])[CH3:10])=[O:7])(=[O:4])=[O:3], predict the reactants needed to synthesize it. The reactants are: [CH3:1][S:2](Cl)(=[O:4])=[O:3].[C:6]([N:13]1[CH2:17][CH2:16][CH2:15][C@@H:14]1[CH2:18][OH:19])([O:8][C:9]([CH3:12])([CH3:11])[CH3:10])=[O:7].C(N(CC)CC)C. (2) The reactants are: [N+:1]([C:4]1[CH:5]=[C:6]([NH:13][C:14](=[O:26])[C:15]2[CH:20]=[CH:19][C:18]([N:21]([CH3:25])[CH2:22][CH2:23][OH:24])=[CH:17][CH:16]=2)[CH:7]=[CH:8][C:9]=1[N+:10]([O-])=O)([O-])=O.[O:27]1[CH2:32][CH2:31][N:30]([C:33]2[CH:38]=[CH:37][C:36]([NH:39][C:40]([C:42]3[CH:49]=[CH:48][C:45]([CH:46]=O)=[CH:44][CH:43]=3)=[O:41])=[CH:35][CH:34]=2)[CH2:29][CH2:28]1. Given the product [OH:24][CH2:23][CH2:22][N:21]([CH3:25])[C:18]1[CH:19]=[CH:20][C:15]([C:14]([NH:13][C:6]2[CH:7]=[CH:8][C:9]3[NH:10][C:46]([C:45]4[CH:48]=[CH:49][C:42]([C:40](=[O:41])[NH:39][C:36]5[CH:37]=[CH:38][C:33]([N:30]6[CH2:29][CH2:28][O:27][CH2:32][CH2:31]6)=[CH:34][CH:35]=5)=[CH:43][CH:44]=4)=[N:1][C:4]=3[CH:5]=2)=[O:26])=[CH:16][CH:17]=1, predict the reactants needed to synthesize it. (3) Given the product [CH:3]([C:6]1[CH:7]=[CH:8][C:9]2[C:13](=[CH:14][CH:15]=1)[CH:12]=[C:11]([CH2:16][OH:17])[CH:10]=2)([CH3:5])[CH3:4], predict the reactants needed to synthesize it. The reactants are: [BH4-].[Na+].[CH:3]([C:6]1[CH:7]=[CH:8][C:9]2[C:13](=[CH:14][CH:15]=1)[CH:12]=[C:11]([CH:16]=[O:17])[CH:10]=2)([CH3:5])[CH3:4].CC(C)=O.